From a dataset of Reaction yield outcomes from USPTO patents with 853,638 reactions. Predict the reaction yield, written as a fraction of the theoretical maximum amount of product (1.0 means a 100% yield; for example, 0.34 means a 34% yield). The reactants are [C:1]([O:5][C:6]([N:8]1[CH2:13][CH2:12][N:11]([C:14]2[C:15](=[O:33])[N:16]([CH2:29][CH:30]([CH3:32])[CH3:31])[N:17]=[C:18]([C:21]3[CH:26]=[CH:25][C:24](C)=[C:23](F)[CH:22]=3)[C:19]=2[CH3:20])[CH2:10][CH2:9]1)=[O:7])([CH3:4])([CH3:3])[CH3:2].C(N1C(=O)C(OS(C)(=O)=O)=CC(C2C=CC=CC=2)=N1)C(C)C.N1(C(OC(C)(C)C)=O)CCNCC1. The catalyst is CN(C)C=O. The product is [C:1]([O:5][C:6]([N:8]1[CH2:13][CH2:12][N:11]([C:14]2[C:15](=[O:33])[N:16]([CH2:29][CH:30]([CH3:31])[CH3:32])[N:17]=[C:18]([C:21]3[CH:22]=[CH:23][CH:24]=[CH:25][CH:26]=3)[C:19]=2[CH3:20])[CH2:10][CH2:9]1)=[O:7])([CH3:4])([CH3:3])[CH3:2]. The yield is 0.835.